This data is from Reaction yield outcomes from USPTO patents with 853,638 reactions. The task is: Predict the reaction yield, written as a fraction of the theoretical maximum amount of product (1.0 means a 100% yield; for example, 0.34 means a 34% yield). The catalyst is C1C=CC(/C=C/C(/C=C/C2C=CC=CC=2)=O)=CC=1.C1C=CC(/C=C/C(/C=C/C2C=CC=CC=2)=O)=CC=1.C1C=CC(/C=C/C(/C=C/C2C=CC=CC=2)=O)=CC=1.[Pd].[Pd]. The yield is 0.180. The product is [C:16]([C:18]1[N:22]([CH3:23])[C:21]([C:2]2[CH:7]=[CH:6][C:5]([S:8]([NH2:11])(=[O:10])=[O:9])=[C:4]([C:12]([F:15])([F:14])[F:13])[CH:3]=2)=[CH:20][CH:19]=1)#[N:17]. The reactants are Br[C:2]1[CH:7]=[CH:6][C:5]([S:8]([NH2:11])(=[O:10])=[O:9])=[C:4]([C:12]([F:15])([F:14])[F:13])[CH:3]=1.[C:16]([C:18]1[N:22]([CH3:23])[C:21](B(O)O)=[CH:20][CH:19]=1)#[N:17].[F-].[K+].C(P(C(C)(C)C)C(C)(C)C)(C)(C)C.